This data is from Full USPTO retrosynthesis dataset with 1.9M reactions from patents (1976-2016). The task is: Predict the reactants needed to synthesize the given product. (1) Given the product [Cl:1][C:2]1[CH:7]=[CH:6][C:5]([CH3:8])=[CH:4][C:3]=1[O:9][CH3:10], predict the reactants needed to synthesize it. The reactants are: [Cl:1][C:2]1[CH:7]=[CH:6][C:5]([CH3:8])=[CH:4][C:3]=1[OH:9].[C:10](=O)([O-])[O-].[K+].[K+].CI. (2) Given the product [N+:1]([C:4]1[CH:5]=[C:6]2[C:10](=[CH:11][CH:12]=1)[N:9]([CH2:14][C:15]([O:17][CH3:18])=[O:16])[CH:8]=[CH:7]2)([O-:3])=[O:2], predict the reactants needed to synthesize it. The reactants are: [N+:1]([C:4]1[CH:5]=[C:6]2[C:10](=[CH:11][CH:12]=1)[NH:9][CH:8]=[CH:7]2)([O-:3])=[O:2].Br[CH2:14][C:15]([O:17][CH3:18])=[O:16].C(=O)([O-])[O-].[Cs+].[Cs+].O. (3) Given the product [I:1][C:2]1[CH:11]=[CH:10][C:5]([C:6]2[N:13]([CH3:12])[C:14]([SH:15])=[N:9][N:8]=2)=[CH:4][CH:3]=1, predict the reactants needed to synthesize it. The reactants are: [I:1][C:2]1[CH:11]=[CH:10][C:5]([C:6]([NH:8][NH2:9])=O)=[CH:4][CH:3]=1.[CH3:12][N:13]=[C:14]=[S:15].[OH-].[Na+]. (4) Given the product [CH3:17][N:5]1[C:6]([C:7]2[CH:8]=[C:9]([C:13]([O:15][CH3:16])=[O:14])[O:10][C:11]=2[CH3:12])=[C:2]([CH3:18])[CH:3]=[N:4]1, predict the reactants needed to synthesize it. The reactants are: Br[C:2]1[CH:3]=[N:4][N:5]([CH3:17])[C:6]=1[C:7]1[CH:8]=[C:9]([C:13]([O:15][CH3:16])=[O:14])[O:10][C:11]=1[CH3:12].[C:18](=O)([O-])[O-].[K+].[K+].CB1OB(C)OB(C)O1. (5) Given the product [CH3:20][N:19]([CH3:21])[NH:18][C:16]([C:14]1[S:15][C:8]2[C:9](=[N:10][CH:11]=[CH:12][C:7]=2[O:6][C:5]2[CH:22]=[CH:23][C:2]([N:33]([C:28]3[CH:29]=[CH:30][CH:31]=[CH:32][C:27]=3[O:26][CH3:25])[C:34](=[O:39])[CH2:35][C:36]([NH2:45])=[O:38])=[CH:3][C:4]=2[F:24])[CH:13]=1)=[O:17], predict the reactants needed to synthesize it. The reactants are: N[C:2]1[CH:23]=[CH:22][C:5]([O:6][C:7]2[CH:12]=[CH:11][N:10]=[C:9]3[CH:13]=[C:14]([C:16]([NH:18][N:19]([CH3:21])[CH3:20])=[O:17])[S:15][C:8]=23)=[C:4]([F:24])[CH:3]=1.[CH3:25][O:26][C:27]1[CH:32]=[CH:31][CH:30]=[CH:29][C:28]=1[NH:33][C:34](=[O:39])[CH2:35][C:36]([OH:38])=O.C(Cl)CCl.C[N:45](C=O)C.